This data is from Human liver microsome stability data. The task is: Regression/Classification. Given a drug SMILES string, predict its absorption, distribution, metabolism, or excretion properties. Task type varies by dataset: regression for continuous measurements (e.g., permeability, clearance, half-life) or binary classification for categorical outcomes (e.g., BBB penetration, CYP inhibition). Dataset: hlm. (1) The compound is COc1cc2c(N3CCN(C)CC3)nc(N(C)C)nc2cc1OC1CCCC1. The result is 1 (stable in human liver microsomes). (2) The compound is O=C(N[C@H]1C[C@H](c2nnc(-c3ccncn3)n2-c2ccccc2Cl)C1)c1ccccn1. The result is 0 (unstable in human liver microsomes). (3) The molecule is C=C[C@@H]1C[C@]1(NC(=O)[C@@H]1C[C@@](OC)(c2ccc(-c3cc(C)ccc3OC)nc2)CN1C(=O)[C@@H](NC(=O)OC1CCCC1)C(C)(C)C)C(=O)NS(=O)(=O)C1CC1. The result is 0 (unstable in human liver microsomes). (4) The compound is CCc1ccc(CCNc2ncc(C)n(CC(=O)NCCON=C(N)N)c2=O)cc1. The result is 0 (unstable in human liver microsomes). (5) The compound is C[C@@H](Nc1ncnc2sc(-c3cccc(C(=O)NCCN(C)C)c3)cc12)c1ccccc1. The result is 0 (unstable in human liver microsomes). (6) The drug is O=C(CCCOc1ccccc1)Nc1ncc(Cl)s1. The result is 1 (stable in human liver microsomes). (7) The compound is Cc1cc(-c2ccc(CCC(=O)Nc3ccc(-c4cnccn4)cn3)cc2)ccn1. The result is 1 (stable in human liver microsomes). (8) The compound is COc1cc2nc(N3CCCN(C(=O)N4CCOCC4)CC3)nc(N)c2c(-c2ccccn2)c1OC. The result is 1 (stable in human liver microsomes). (9) The molecule is CC(c1ccc(-c2ccc(C#N)cn2)cc1)C(F)(F)F. The result is 0 (unstable in human liver microsomes).